From a dataset of Forward reaction prediction with 1.9M reactions from USPTO patents (1976-2016). Predict the product of the given reaction. (1) Given the reactants [CH:1]1([C:4]2[CH:5]=[N:6][C:7]([NH:14][C:15]3[CH:16]=[C:17]4[C:21](=[CH:22][CH:23]=3)[N:20]([C:24]3[CH:29]=[CH:28][C:27]([F:30])=[CH:26][CH:25]=3)[CH:19]=[CH:18]4)=[C:8]([CH:13]=2)[C:9]([O:11]C)=[O:10])[CH2:3][CH2:2]1.[OH-].[Na+], predict the reaction product. The product is: [CH:1]1([C:4]2[CH:5]=[N:6][C:7]([NH:14][C:15]3[CH:16]=[C:17]4[C:21](=[CH:22][CH:23]=3)[N:20]([C:24]3[CH:25]=[CH:26][C:27]([F:30])=[CH:28][CH:29]=3)[CH:19]=[CH:18]4)=[C:8]([CH:13]=2)[C:9]([OH:11])=[O:10])[CH2:2][CH2:3]1. (2) Given the reactants [OH-].[Li+].[F:3][C:4]1[CH:9]=[C:8]([F:10])[CH:7]=[CH:6][C:5]=1[NH:11][C:12]1[N:21]=[CH:20][CH:19]=[CH:18][C:13]=1[C:14]([O:16]C)=[O:15], predict the reaction product. The product is: [F:3][C:4]1[CH:9]=[C:8]([F:10])[CH:7]=[CH:6][C:5]=1[NH:11][C:12]1[N:21]=[CH:20][CH:19]=[CH:18][C:13]=1[C:14]([OH:16])=[O:15]. (3) Given the reactants Cl[C:2]1[CH:3]=[C:4]([C:24]2[CH:29]=[CH:28][CH:27]=[CH:26][CH:25]=2)[C:5]([C:8]([NH:10][C:11]2[CH:23]=[CH:22][C:14]([C:15]([O:17][C:18]([CH3:21])([CH3:20])[CH3:19])=[O:16])=[CH:13][CH:12]=2)=[O:9])=[N:6][CH:7]=1.CC1(C)C(C)(C)OB([C:38]2[CH2:43][CH2:42][N:41]([C:44]([O:46][C:47]([CH3:50])([CH3:49])[CH3:48])=[O:45])[CH2:40][CH:39]=2)O1.C(=O)([O-])[O-].[Na+].[Na+].O1CCOCC1, predict the reaction product. The product is: [C:18]([O:17][C:15]([C:14]1[CH:22]=[CH:23][C:11]([NH:10][C:8]([C:5]2[N:6]=[CH:7][C:2]([C:38]3[CH2:43][CH2:42][N:41]([C:44]([O:46][C:47]([CH3:50])([CH3:49])[CH3:48])=[O:45])[CH2:40][CH:39]=3)=[CH:3][C:4]=2[C:24]2[CH:29]=[CH:28][CH:27]=[CH:26][CH:25]=2)=[O:9])=[CH:12][CH:13]=1)=[O:16])([CH3:21])([CH3:20])[CH3:19]. (4) Given the reactants Br[C:2]1[CH:7]=[CH:6][N:5]=[C:4]([CH3:8])[CH:3]=1.[CH3:9][O:10][C:11]1[N:16]=[C:15]([C:17]([O:19][CH3:20])=[O:18])[CH:14]=[CH:13][C:12]=1B1OC(C)(C)C(C)(C)O1.P([O-])([O-])([O-])=O.[K+].[K+].[K+], predict the reaction product. The product is: [CH3:9][O:10][C:11]1[C:12]([C:2]2[CH:7]=[CH:6][N:5]=[C:4]([CH3:8])[CH:3]=2)=[CH:13][CH:14]=[C:15]([C:17]([O:19][CH3:20])=[O:18])[N:16]=1. (5) Given the reactants [BrH:1].[CH3:2][N:3]1[CH2:7][CH2:6][CH2:5][C@@H:4]1[CH2:8][C:9]1[C:17]2[C:12](=[CH:13][CH:14]=[C:15]([CH:18]=[CH:19][S:20]([C:23]3[CH:28]=[CH:27][CH:26]=[CH:25][CH:24]=3)(=[O:22])=[O:21])[CH:16]=2)[NH:11][CH:10]=1.C(O)(C)C.Br.C(O)(C)C, predict the reaction product. The product is: [CH3:2][N:3]1[C@@H:4]([CH2:8][C:9]2[C:17]3[CH:16]=[C:15]([CH2:18][CH2:19][S:20]([C:23]4[CH:24]=[CH:25][CH:26]=[CH:27][CH:28]=4)(=[O:21])=[O:22])[CH:14]=[CH:13][C:12]=3[NH:11][CH:10]=2)[CH2:5][CH2:6][CH2:7]1.[BrH:1].